From a dataset of Peptide-MHC class I binding affinity with 185,985 pairs from IEDB/IMGT. Regression. Given a peptide amino acid sequence and an MHC pseudo amino acid sequence, predict their binding affinity value. This is MHC class I binding data. (1) The peptide sequence is GPPPPTPLDIL. The binding affinity (normalized) is 0.314. The MHC is Mamu-A01 with pseudo-sequence Mamu-A01. (2) The peptide sequence is IYCGFKFAW. The MHC is HLA-B58:01 with pseudo-sequence HLA-B58:01. The binding affinity (normalized) is 0.354. (3) The peptide sequence is ITTQWHLDM. The MHC is HLA-A69:01 with pseudo-sequence HLA-A69:01. The binding affinity (normalized) is 0.479.